Task: Predict the reaction yield, written as a fraction of the theoretical maximum amount of product (1.0 means a 100% yield; for example, 0.34 means a 34% yield).. Dataset: Reaction yield outcomes from USPTO patents with 853,638 reactions (1) The product is [F:1][C:2]1[CH:7]=[CH:6][C:5]([C:8]2[CH:13]=[CH:12][N:11]([C:18]3[CH:19]=[CH:20][C:21]4[C:22]5[CH2:31][N:30]([C:32]([O:34][C:35]([CH3:38])([CH3:37])[CH3:36])=[O:33])[CH2:29][CH2:28][C:23]=5[N:24]([CH3:27])[C:25]=4[CH:26]=3)[C:10](=[O:14])[CH:9]=2)=[C:4]([O:15][CH3:16])[CH:3]=1. The yield is 0.460. The reactants are [F:1][C:2]1[CH:7]=[CH:6][C:5]([C:8]2[CH:13]=[CH:12][NH:11][C:10](=[O:14])[CH:9]=2)=[C:4]([O:15][CH3:16])[CH:3]=1.Br[C:18]1[CH:19]=[CH:20][C:21]2[C:22]3[CH2:31][N:30]([C:32]([O:34][C:35]([CH3:38])([CH3:37])[CH3:36])=[O:33])[CH2:29][CH2:28][C:23]=3[N:24]([CH3:27])[C:25]=2[CH:26]=1. No catalyst specified. (2) The reactants are [Cl:1][C:2]1[CH:7]=[CH:6][C:5]([O:8][CH3:9])=[C:4](I)[CH:3]=1.[Br:11][C:12]1[C:13]([NH2:19])=[N:14][CH:15]=[C:16]([CH3:18])[CH:17]=1. The catalyst is CCOCC.C1C=CC(/C=C/C(/C=C/C2C=CC=CC=2)=O)=CC=1.C1C=CC(/C=C/C(/C=C/C2C=CC=CC=2)=O)=CC=1.C1C=CC(/C=C/C(/C=C/C2C=CC=CC=2)=O)=CC=1.[Pd].[Pd].CC1(C)C2C(=C(P(C3C=CC=CC=3)C3C=CC=CC=3)C=CC=2)OC2C(P(C3C=CC=CC=3)C3C=CC=CC=3)=CC=CC1=2. The product is [Br:11][C:12]1[C:13]([NH:19][C:4]2[CH:3]=[C:2]([Cl:1])[CH:7]=[CH:6][C:5]=2[O:8][CH3:9])=[N:14][CH:15]=[C:16]([CH3:18])[CH:17]=1. The yield is 0.840. (3) The reactants are [F:1][C:2]1[CH:7]=[CH:6][C:5]([C:8]2[C:12]([C:13]3[CH:18]=[CH:17][N:16]=[CH:15][CH:14]=3)=[CH:11][N:10]([CH3:19])[C:9]=2[C:20]([NH:22]CC(=O)C2C=CC=CC=2)=[O:21])=[CH:4][CH:3]=1.[CH2:32]([N:34](CC)CC)C.C1(P(C2C=CC=CC=2)C2C=CC=CC=2)C=CC=CC=1. The catalyst is C(#N)C.C(Cl)(Cl)(Cl)Cl. The product is [F:1][C:2]1[CH:3]=[CH:4][C:5]([C:8]2[C:12]([C:13]3[CH:14]=[CH:15][N:16]=[CH:17][CH:18]=3)=[CH:11][N:10]([CH3:19])[C:9]=2[C:20]2[O:21][CH:32]=[N:34][N:22]=2)=[CH:6][CH:7]=1. The yield is 0.650.